From a dataset of Reaction yield outcomes from USPTO patents with 853,638 reactions. Predict the reaction yield, written as a fraction of the theoretical maximum amount of product (1.0 means a 100% yield; for example, 0.34 means a 34% yield). The reactants are [CH2:1]([O:8][C@@H:9]1[C:13]([CH2:20][O:21][S:22]([CH3:25])(=[O:24])=[O:23])([CH2:14][O:15][S:16]([CH3:19])(=[O:18])=[O:17])[O:12][C@@H:11]([N:26]2[CH:34]=[C:32]([CH3:33])[C:30](=[O:31])[NH:29][C:27]2=[O:28])[C@H:10]1[OH:35])[C:2]1[CH:7]=[CH:6][CH:5]=[CH:4][CH:3]=1.[F:36][C:37]([F:50])([F:49])[S:38](O[S:38]([C:37]([F:50])([F:49])[F:36])(=[O:40])=[O:39])(=[O:40])=[O:39]. The catalyst is N1C=CC=CC=1.ClCCl.CN(C1C=CN=CC=1)C. The product is [CH2:1]([O:8][C@@H:9]1[C:13]([CH2:14][O:15][S:16]([CH3:19])(=[O:17])=[O:18])([CH2:20][O:21][S:22]([CH3:25])(=[O:24])=[O:23])[O:12][C@@H:11]([N:26]2[CH:34]=[C:32]([CH3:33])[C:30](=[O:31])[NH:29][C:27]2=[O:28])[C@H:10]1[O:35][S:38]([C:37]([F:50])([F:49])[F:36])(=[O:40])=[O:39])[C:2]1[CH:3]=[CH:4][CH:5]=[CH:6][CH:7]=1. The yield is 0.800.